This data is from Forward reaction prediction with 1.9M reactions from USPTO patents (1976-2016). The task is: Predict the product of the given reaction. (1) Given the reactants [CH3:1][C:2]1[C:7]([O:8][C:9]2[C:18]3[C:17](=[O:19])[N:16]([CH2:20][C:21]4[CH:26]=[CH:25][C:24]([O:27][CH3:28])=[CH:23][CH:22]=4)C(=O)[N:14]([C:30]4[CH:35]=[CH:34][C:33]([I:36])=[CH:32][C:31]=4[F:37])[C:13]=3[N:12]([CH3:38])[C:11](=[O:39])[CH:10]=2)=[CH:6][CH:5]=[CH:4][N:3]=1.[OH-].[Li+].C(OCC)(=O)C, predict the reaction product. The product is: [CH3:1][C:2]1[C:7]([O:8][C:9]2[C:18]([C:17]([NH:16][CH2:20][C:21]3[CH:26]=[CH:25][C:24]([O:27][CH3:28])=[CH:23][CH:22]=3)=[O:19])=[C:13]([NH:14][C:30]3[CH:35]=[CH:34][C:33]([I:36])=[CH:32][C:31]=3[F:37])[N:12]([CH3:38])[C:11](=[O:39])[CH:10]=2)=[CH:6][CH:5]=[CH:4][N:3]=1. (2) Given the reactants [Cl:1][CH2:2][CH2:3][C:4]1[C:9](=[O:10])[N:8]2[CH2:11][CH2:12][CH2:13][CH:14]([O:15]C(=O)C)[C:7]2=[N:6][C:5]=1[CH3:19].[OH-].[Na+], predict the reaction product. The product is: [Cl:1][CH2:2][CH2:3][C:4]1[C:9](=[O:10])[N:8]2[CH2:11][CH2:12][CH2:13][CH:14]([OH:15])[C:7]2=[N:6][C:5]=1[CH3:19]. (3) Given the reactants [OH:1][CH:2]([CH2:9][CH2:10][CH3:11])[CH2:3][C:4]([O:6][CH2:7][CH3:8])=[O:5].N1C=CN=C1.[Si:17](Cl)([C:20]([CH3:23])([CH3:22])[CH3:21])([CH3:19])[CH3:18], predict the reaction product. The product is: [Si:17]([O:1][CH:2]([CH2:9][CH2:10][CH3:11])[CH2:3][C:4]([O:6][CH2:7][CH3:8])=[O:5])([C:20]([CH3:23])([CH3:22])[CH3:21])([CH3:19])[CH3:18]. (4) Given the reactants [CH3:1]/[CH:2]=[CH:3]/[C:4]([CH:6]1[C:11]([CH3:13])([CH3:12])[CH2:10][CH:9]=[CH:8][CH:7]1[CH3:14])=[O:5].[SH:15][CH2:16][CH:17]([CH3:21])[C:18]([OH:20])=[O:19], predict the reaction product. The product is: [CH3:21][CH:17]([CH2:16][S:15][CH:2]([CH2:3][C:4](=[O:5])[CH:6]1[C:11]([CH3:12])([CH3:13])[CH2:10][CH:9]=[CH:8][CH:7]1[CH3:14])[CH3:1])[C:18]([OH:20])=[O:19]. (5) Given the reactants [F:1][C:2]([F:21])([F:20])[O:3][C:4]1[CH:9]=[CH:8][C:7]([C:10]2[N:14]=[C:13]([C:15]([O:17]CC)=O)[O:12][N:11]=2)=[CH:6][CH:5]=1.C([O-])([O-])=O.[K+].[K+].Cl.Cl.[CH2:30]([NH:37][NH2:38])[C:31]1[CH:36]=[CH:35][CH:34]=[CH:33][CH:32]=1, predict the reaction product. The product is: [CH2:30]([NH:37][NH:38][C:15]([C:13]1[O:12][N:11]=[C:10]([C:7]2[CH:6]=[CH:5][C:4]([O:3][C:2]([F:1])([F:20])[F:21])=[CH:9][CH:8]=2)[N:14]=1)=[O:17])[C:31]1[CH:36]=[CH:35][CH:34]=[CH:33][CH:32]=1. (6) Given the reactants CS(O[CH2:6][C:7]1[CH:12]=[CH:11][C:10]([N+:13]([O-:15])=[O:14])=[C:9]([N+:16]([O-:18])=[O:17])[CH:8]=1)(=O)=O.C(N(CC)CC)C.[CH3:26][C@H:27]1[CH2:32][NH:31][CH2:30][C@@H:29]([CH3:33])[NH:28]1.C(Cl)(Cl)Cl.CO, predict the reaction product. The product is: [N+:16]([C:9]1[CH:8]=[C:7]([CH:12]=[CH:11][C:10]=1[N+:13]([O-:15])=[O:14])[CH2:6][N:31]1[CH2:30][C@H:29]([CH3:33])[NH:28][C@H:27]([CH3:26])[CH2:32]1)([O-:18])=[O:17].